From a dataset of Reaction yield outcomes from USPTO patents with 853,638 reactions. Predict the reaction yield, written as a fraction of the theoretical maximum amount of product (1.0 means a 100% yield; for example, 0.34 means a 34% yield). The reactants are [OH:1][CH2:2][C:3]1[CH:4]=[C:5]2[C:10](=[CH:11][CH:12]=1)[CH:9]=[C:8]([OH:13])[CH:7]=[CH:6]2.C(N(CC)CC)C.[C:21](Cl)(=[O:25])[C:22]([CH3:24])=[CH2:23]. The catalyst is ClCCl. The product is [C:21]([O:13][C:8]1[CH:7]=[CH:6][C:5]2[C:10](=[CH:11][CH:12]=[C:3]([CH2:2][OH:1])[CH:4]=2)[CH:9]=1)(=[O:25])[C:22]([CH3:24])=[CH2:23]. The yield is 0.650.